This data is from Full USPTO retrosynthesis dataset with 1.9M reactions from patents (1976-2016). The task is: Predict the reactants needed to synthesize the given product. (1) Given the product [C:8]([C:4]1[CH:5]=[CH:6][CH:7]=[C:2]([O:1][C:16]2[CH:21]=[CH:20][CH:19]=[C:18]([O:22][CH3:23])[CH:17]=2)[CH:3]=1)#[CH:9], predict the reactants needed to synthesize it. The reactants are: [OH:1][C:2]1[CH:3]=[C:4]([C:8]#[CH:9])[CH:5]=[CH:6][CH:7]=1.FC(F)(F)S(O[C:16]1[CH:21]=[CH:20][CH:19]=[C:18]([O:22][CH3:23])[C:17]=1[Si](C)(C)C)(=O)=O.[F-].[Cs+]. (2) Given the product [Br:12][C:4]1[C:5](=[O:11])[N:6]([CH:8]([F:9])[F:10])[CH:7]=[C:2]([Br:1])[CH:3]=1, predict the reactants needed to synthesize it. The reactants are: [Br:1][C:2]1[CH:3]=[CH:4][C:5](=[O:11])[N:6]([CH:8]([F:10])[F:9])[CH:7]=1.[Br:12]Br. (3) Given the product [C:6]([C:5]1[CH:8]=[CH:9][C:2]([O:1][CH:23]([C:15]2[CH:16]=[CH:17][C:18]([O:19][CH:20]([CH3:22])[CH3:21])=[C:13]([O:12][CH2:10][CH3:11])[CH:14]=2)[C:24]([O:26][CH3:27])=[O:25])=[CH:3][CH:4]=1)#[N:7], predict the reactants needed to synthesize it. The reactants are: [OH:1][C:2]1[CH:9]=[CH:8][C:5]([C:6]#[N:7])=[CH:4][CH:3]=1.[CH2:10]([O:12][C:13]1[CH:14]=[C:15]([CH:23](O)[C:24]([O:26][CH3:27])=[O:25])[CH:16]=[CH:17][C:18]=1[O:19][CH:20]([CH3:22])[CH3:21])[CH3:11].C1(P(C2C=CC=CC=2)C2C=CC=CC=2)C=CC=CC=1.CCOC(/N=N/C(OCC)=O)=O. (4) Given the product [Cl:1][C:2]1[CH:21]=[CH:20][C:5]([O:6][C:7]2[CH:8]=[C:9]([S:13]([CH2:16][C:17]([OH:18])=[O:39])(=[O:14])=[O:15])[CH:10]=[CH:11][CH:12]=2)=[CH:4][C:3]=1[C:22]1[C:31]2[C:26](=[C:27]([C:32]([F:33])([F:35])[F:34])[CH:28]=[CH:29][CH:30]=2)[N:25]=[CH:24][N:23]=1, predict the reactants needed to synthesize it. The reactants are: [Cl:1][C:2]1[CH:21]=[CH:20][C:5]([O:6][C:7]2[CH:8]=[C:9]([S:13]([CH2:16][C:17](N)=[O:18])(=[O:15])=[O:14])[CH:10]=[CH:11][CH:12]=2)=[CH:4][C:3]=1[C:22]1[C:31]2[C:26](=[C:27]([C:32]([F:35])([F:34])[F:33])[CH:28]=[CH:29][CH:30]=2)[N:25]=[CH:24][N:23]=1.Cl.C(O)(=[O:39])C. (5) Given the product [Br:1][C:2]1[CH:3]=[C:4]([C:10]([C:12]2[C:17]([Cl:18])=[CH:16][C:15]([C:19]([F:22])([F:21])[F:20])=[CH:14][N:13]=2)=[N:24][OH:25])[CH:5]=[CH:6][C:7]=1[O:8][CH3:9], predict the reactants needed to synthesize it. The reactants are: [Br:1][C:2]1[CH:3]=[C:4]([C:10]([C:12]2[C:17]([Cl:18])=[CH:16][C:15]([C:19]([F:22])([F:21])[F:20])=[CH:14][N:13]=2)=O)[CH:5]=[CH:6][C:7]=1[O:8][CH3:9].Cl.[NH2:24][OH:25].